This data is from Catalyst prediction with 721,799 reactions and 888 catalyst types from USPTO. The task is: Predict which catalyst facilitates the given reaction. (1) Reactant: [CH3:1][O:2][C:3](=[O:19])[C:4]1[CH:9]=[CH:8][C:7]([N:10]([CH:15]=O)[CH2:11][C:12](=O)[CH3:13])=[C:6]([O:17][CH3:18])[CH:5]=1.C([O-])(=O)C.[NH4+:24].N.C(OCC)(=O)C. Product: [CH3:1][O:2][C:3](=[O:19])[C:4]1[CH:9]=[CH:8][C:7]([N:10]2[CH:11]=[C:12]([CH3:13])[N:24]=[CH:15]2)=[C:6]([O:17][CH3:18])[CH:5]=1. The catalyst class is: 15. (2) Reactant: [CH3:1][C:2]([CH3:4])=O.[Cl:5][C:6]1[CH:7]=[CH:8][C:9]([S:33]([CH2:36][CH3:37])(=[O:35])=[O:34])=[C:10]([CH:32]=1)[CH2:11][NH:12][C:13](=[O:31])[C:14]1[CH:19]=[CH:18][C:17]([CH2:20][N:21]2[CH2:26][CH2:25][NH:24][CH2:23][CH2:22]2)=[C:16]([C:27]([F:30])([F:29])[F:28])[CH:15]=1.C(O[BH-](OC(=O)C)OC(=O)C)(=O)C.[Na+]. Product: [Cl:5][C:6]1[CH:7]=[CH:8][C:9]([S:33]([CH2:36][CH3:37])(=[O:34])=[O:35])=[C:10]([CH:32]=1)[CH2:11][NH:12][C:13](=[O:31])[C:14]1[CH:19]=[CH:18][C:17]([CH2:20][N:21]2[CH2:26][CH2:25][N:24]([CH:2]([CH3:4])[CH3:1])[CH2:23][CH2:22]2)=[C:16]([C:27]([F:28])([F:30])[F:29])[CH:15]=1. The catalyst class is: 56. (3) Reactant: [Cl-:1].C([O:6][C:7]([C@@H:9]([NH:17][C:18]([CH2:20][N+:21]12[CH2:28][CH2:27][CH:24]([CH2:25][CH2:26]1)[C@H:23]([NH:29][C:30]([NH2:43])=[N:31][C:32]([C:34]1[C:39]([NH2:40])=[N:38][C:37]([NH2:41])=[C:36]([Cl:42])[N:35]=1)=[O:33])[CH2:22]2)=[O:19])[CH2:10][C:11]1[CH:16]=[CH:15][CH:14]=[CH:13][CH:12]=1)=[O:8])(C)(C)C.Cl. Product: [ClH:42].[Cl-:1].[C:7]([C@@H:9]([NH:17][C:18]([CH2:20][N+:21]12[CH2:28][CH2:27][CH:24]([CH2:25][CH2:26]1)[C@H:23]([NH:29][C:30]([NH2:43])=[N:31][C:32]([C:34]1[C:39]([NH2:40])=[N:38][C:37]([NH2:41])=[C:36]([Cl:42])[N:35]=1)=[O:33])[CH2:22]2)=[O:19])[CH2:10][C:11]1[CH:12]=[CH:13][CH:14]=[CH:15][CH:16]=1)([OH:8])=[O:6]. The catalyst class is: 27.